From a dataset of Reaction yield outcomes from USPTO patents with 853,638 reactions. Predict the reaction yield, written as a fraction of the theoretical maximum amount of product (1.0 means a 100% yield; for example, 0.34 means a 34% yield). (1) The catalyst is CC(C)=O.O. The yield is 0.430. The product is [S:21]([CH2:2][C:3]([C:5]1[CH:10]=[CH:9][C:8]([Br:11])=[CH:7][CH:6]=1)=[O:12])[CH2:2][C:3]([C:5]1[CH:10]=[CH:9][C:8]([Br:11])=[CH:7][CH:6]=1)=[O:4]. The reactants are Br[CH2:2][C:3]([C:5]1[CH:10]=[CH:9][C:8]([Br:11])=[CH:7][CH:6]=1)=[O:4].[OH2:12].O.O.O.O.O.O.O.O.[S-2:21].[Na+].[Na+]. (2) The reactants are [Cl:1][C:2]1[N:7]=[N:6][C:5](/[N:8]=[C:9](/N(C)C)\[CH3:10])=[CH:4][CH:3]=1.Cl[CH2:15][C:16]([C:18]1[CH:23]=[CH:22][C:21]([Cl:24])=[CH:20][C:19]=1[F:25])=[O:17].[Cl-].[Na+].S([O-])([O-])(=O)=O.[Mg+2]. The catalyst is CC(=O)OCC.O.CN(C)C=O. The product is [Cl:24][C:21]1[CH:22]=[CH:23][C:18]([C:16]([C:15]2[N:6]3[N:7]=[C:2]([Cl:1])[CH:3]=[CH:4][C:5]3=[N:8][C:9]=2[CH3:10])=[O:17])=[C:19]([F:25])[CH:20]=1. The yield is 0.570. (3) The yield is 0.900. The product is [F:18][C:17]1[C:12]([CH3:4])=[C:13]([N+:21]([O-:23])=[O:22])[CH:14]=[CH:15][C:16]=1[O:19][CH3:20]. The catalyst is O1CCOCC1.CO. The reactants are C[Zn]C.[C:4]1(C)C=CC=CC=1.Br[C:12]1[C:17]([F:18])=[C:16]([O:19][CH3:20])[CH:15]=[CH:14][C:13]=1[N+:21]([O-:23])=[O:22].[NH4+].[Cl-]. (4) The reactants are [F:1][C:2]([F:25])([F:24])[C:3]([C:9]1[CH:14]=[CH:13][CH:12]=[C:11](B2OC(C)(C)C(C)(C)O2)[CH:10]=1)([OH:8])[C:4]([F:7])([F:6])[F:5].Cl[C:27]1[N:32]=[C:31]([NH:33][C:34]([C:36]2([C:39]3[CH:49]=[CH:48][C:42]4[O:43][C:44]([F:47])([F:46])[O:45][C:41]=4[CH:40]=3)[CH2:38][CH2:37]2)=[O:35])[CH:30]=[CH:29][C:28]=1[CH3:50]. The catalyst is COCCOC.C([O-])([O-])=O.[Na+].[Na+].C1C=CC([P]([Pd]([P](C2C=CC=CC=2)(C2C=CC=CC=2)C2C=CC=CC=2)([P](C2C=CC=CC=2)(C2C=CC=CC=2)C2C=CC=CC=2)[P](C2C=CC=CC=2)(C2C=CC=CC=2)C2C=CC=CC=2)(C2C=CC=CC=2)C2C=CC=CC=2)=CC=1. The product is [F:47][C:44]1([F:46])[O:43][C:42]2[CH:48]=[CH:49][C:39]([C:36]3([C:34]([NH:33][C:31]4[CH:30]=[CH:29][C:28]([CH3:50])=[C:27]([C:11]5[CH:12]=[CH:13][CH:14]=[C:9]([C:3]([OH:8])([C:4]([F:6])([F:5])[F:7])[C:2]([F:1])([F:25])[F:24])[CH:10]=5)[N:32]=4)=[O:35])[CH2:38][CH2:37]3)=[CH:40][C:41]=2[O:45]1. The yield is 0.800. (5) The reactants are [Br:1][C:2]1[CH:7]=[CH:6][C:5]([F:8])=[CH:4][N:3]=1.[Li+].CC([N-]C(C)C)C.C(NC(C)C)(C)C.[CH:24](=[O:26])[CH3:25]. The catalyst is C1COCC1. The product is [Br:1][C:2]1[CH:7]=[C:6]([CH:24]([OH:26])[CH3:25])[C:5]([F:8])=[CH:4][N:3]=1. The yield is 0.727. (6) The reactants are [O:1]1[C:5]2([CH2:10][CH:9]([C:11](OC)=[O:12])[CH2:8][CH:7]([C:15](OC)=[O:16])[CH2:6]2)[O:4][CH2:3][CH2:2]1.[H-].[Al+3].[Li+].[H-].[H-].[H-].C(OCC)C.[OH-].[Na+]. The catalyst is C1COCC1. The product is [OH:16][CH2:15][CH:7]1[CH2:8][CH:9]([CH2:11][OH:12])[CH2:10][C:5]2([O:1][CH2:2][CH2:3][O:4]2)[CH2:6]1. The yield is 0.930.